Dataset: Forward reaction prediction with 1.9M reactions from USPTO patents (1976-2016). Task: Predict the product of the given reaction. (1) The product is: [CH2:31]([NH:26][C:19](=[O:21])[C:18]([NH:17][C:14]1[CH:15]=[CH:16][C:10]2[C:11]([N:13]=1)=[N:12][C:7]([C:1]1[CH:2]=[CH:3][CH:4]=[CH:5][CH:6]=1)=[CH:8][N:9]=2)=[O:24])[CH3:27]. Given the reactants [C:1]1([C:7]2[N:12]=[C:11]3[N:13]=[C:14]([NH:17][C:18](=[O:24])[C:19]([O:21]CC)=O)[CH:15]=[CH:16][C:10]3=[N:9][CH:8]=2)[CH:6]=[CH:5][CH:4]=[CH:3][CH:2]=1.C[NH2:26].[CH2:27]1[CH2:31]OCC1, predict the reaction product. (2) Given the reactants [CH3:1][O:2][C:3](=[O:22])[C:4]1[CH:9]=[C:8]([N+:10]([O-:12])=[O:11])[CH:7]=[C:6]([C:13](=[O:21])[C:14]2[CH:19]=[CH:18][C:17](Br)=[CH:16][CH:15]=2)[CH:5]=1.[Cl:23][C:24]1[CH:30]=[CH:29][C:27]([NH2:28])=[CH:26][CH:25]=1, predict the reaction product. The product is: [CH3:1][O:2][C:3](=[O:22])[C:4]1[CH:9]=[C:8]([N+:10]([O-:12])=[O:11])[CH:7]=[C:6]([C:13](=[O:21])[C:14]2[CH:19]=[CH:18][C:17]([NH:28][C:27]3[CH:29]=[CH:30][C:24]([Cl:23])=[CH:25][CH:26]=3)=[CH:16][CH:15]=2)[CH:5]=1. (3) Given the reactants [CH3:1][O:2][C:3]1[CH:10]=[C:9]([CH3:11])[C:8]([O:12][CH3:13])=[CH:7][C:4]=1[CH:5]=O.Cl.[NH2:15]O.C(OC(=O)C)(=O)C, predict the reaction product. The product is: [CH3:1][O:2][C:3]1[CH:10]=[C:9]([CH3:11])[C:8]([O:12][CH3:13])=[CH:7][C:4]=1[C:5]#[N:15]. (4) Given the reactants [Cl:1][C:2]1[C:11]2[C:6](=[CH:7][C:8]([F:13])=[CH:9][C:10]=2[F:12])[N:5]=[C:4]([C:14]2[CH:15]=[N:16][C:17](F)=[CH:18][CH:19]=2)[C:3]=1[CH3:21].[CH3:22][CH:23]1[CH2:28][CH2:27][NH:26][CH2:25][CH2:24]1.C(=O)([O-])[O-].[K+].[K+].O, predict the reaction product. The product is: [Cl:1][C:2]1[C:11]2[C:6](=[CH:7][C:8]([F:13])=[CH:9][C:10]=2[F:12])[N:5]=[C:4]([C:14]2[CH:15]=[N:16][C:17]([N:26]3[CH2:27][CH2:28][CH:23]([CH3:22])[CH2:24][CH2:25]3)=[CH:18][CH:19]=2)[C:3]=1[CH3:21]. (5) Given the reactants [CH2:1]([N:8]1[C:16]2[CH:15]=[CH:14][CH:13]=[C:12]([NH2:17])[C:11]=2[C:10]([CH2:18][CH3:19])=[N:9]1)[C:2]1[CH:7]=[CH:6][CH:5]=[CH:4][CH:3]=1.[Cl:20]N1C(=O)CCC1=O, predict the reaction product. The product is: [CH2:1]([N:8]1[C:16]2[CH:15]=[CH:14][C:13]([Cl:20])=[C:12]([NH2:17])[C:11]=2[C:10]([CH2:18][CH3:19])=[N:9]1)[C:2]1[CH:3]=[CH:4][CH:5]=[CH:6][CH:7]=1.